From a dataset of Full USPTO retrosynthesis dataset with 1.9M reactions from patents (1976-2016). Predict the reactants needed to synthesize the given product. Given the product [CH2:11]([O:18][C:19]1[CH:20]=[CH:21][C:22]([CH2:25][CH3:26])=[CH:23][C:24]=1[CH:9]=[O:10])[C:12]1[CH:13]=[CH:14][CH:15]=[CH:16][CH:17]=1, predict the reactants needed to synthesize it. The reactants are: [Li]CCCC.CN([CH:9]=[O:10])C.[CH2:11]([O:18][C:19]1[CH:24]=[CH:23][C:22]([CH2:25][CH3:26])=[CH:21][C:20]=1Br)[C:12]1[CH:17]=[CH:16][CH:15]=[CH:14][CH:13]=1.